This data is from Full USPTO retrosynthesis dataset with 1.9M reactions from patents (1976-2016). The task is: Predict the reactants needed to synthesize the given product. Given the product [CH3:1][C:2]1[N:3]([C:8]2[CH:13]=[CH:12][CH:11]=[CH:10][CH:9]=2)[C:4]([CH3:7])=[C:5]([CH:17]=[O:18])[C:6]=1[CH:24]=[O:25], predict the reactants needed to synthesize it. The reactants are: [CH3:1][C:2]1[N:3]([C:8]2[CH:13]=[CH:12][CH:11]=[CH:10][CH:9]=2)[C:4]([CH3:7])=[CH:5][CH:6]=1.CN([CH:17]=[O:18])C.O=P(Cl)(Cl)Cl.[C:24]([O-])([O-])=[O:25].[K+].[K+].